From a dataset of Forward reaction prediction with 1.9M reactions from USPTO patents (1976-2016). Predict the product of the given reaction. (1) The product is: [OH:22][CH2:21][C@@:6]12[C@@H:5]([OH:4])[C@@H:9]([O:10][CH2:11]1)[C@H:8]([N:12]1[CH:20]=[C:18]([CH3:19])[C:16]([NH:26][C:36](=[O:43])[C:37]3[CH:42]=[CH:41][CH:40]=[CH:39][CH:38]=3)=[N:15][C:13]1=[O:14])[O:7]2. Given the reactants C([O:4][C@H:5]1[C@H:9]2[O:10][CH2:11][C@@:6]1([CH2:21][O:22]C(=O)C)[O:7][C@H:8]2[N:12]1[CH:20]=[C:18]([CH3:19])[C:16](=O)[NH:15][C:13]1=[O:14])(=O)C.[NH:26]1C=NC=N1.O=P(Cl)(Cl)Cl.[C:36](Cl)(=[O:43])[C:37]1[CH:42]=[CH:41][CH:40]=[CH:39][CH:38]=1, predict the reaction product. (2) Given the reactants [C:1]([NH:4][C:5]1[N:10]=[CH:9][C:8]([C:11]#[C:12][C:13]2[CH:14]=[C:15]([CH:19]=[CH:20][C:21]=2[CH3:22])[C:16]([OH:18])=O)=[CH:7][CH:6]=1)(=[O:3])[CH3:2].[CH3:23][N:24]1[CH2:29][CH2:28][N:27]([CH2:30][C:31]2[CH:37]=[CH:36][C:34]([NH2:35])=[CH:33][C:32]=2[Si:38]([CH3:41])([CH3:40])[CH3:39])[CH2:26][CH2:25]1.CCN=C=NCCCN(C)C, predict the reaction product. The product is: [C:1]([NH:4][C:5]1[N:10]=[CH:9][C:8]([C:11]#[C:12][C:13]2[CH:14]=[C:15]([CH:19]=[CH:20][C:21]=2[CH3:22])[C:16]([NH:35][C:34]2[CH:36]=[CH:37][C:31]([CH2:30][N:27]3[CH2:26][CH2:25][N:24]([CH3:23])[CH2:29][CH2:28]3)=[C:32]([Si:38]([CH3:39])([CH3:41])[CH3:40])[CH:33]=2)=[O:18])=[CH:7][CH:6]=1)(=[O:3])[CH3:2]. (3) Given the reactants [NH:1]1[CH:5]=[C:4]([C:6]2[C:7]3[CH:14]=[CH:13][N:12]([CH2:15][O:16][CH2:17][CH2:18][Si:19]([CH3:22])([CH3:21])[CH3:20])[C:8]=3[N:9]=[CH:10][N:11]=2)[CH:3]=[N:2]1.[CH:23]1([C:28]#[C:29][C:30]#[N:31])[CH2:27][CH2:26][CH2:25][CH2:24]1.C(=O)([O-])[O-].[K+].[K+], predict the reaction product. The product is: [CH:23]1(/[C:28](/[N:1]2[CH:5]=[C:4]([C:6]3[C:7]4[CH:14]=[CH:13][N:12]([CH2:15][O:16][CH2:17][CH2:18][Si:19]([CH3:22])([CH3:21])[CH3:20])[C:8]=4[N:9]=[CH:10][N:11]=3)[CH:3]=[N:2]2)=[CH:29]/[C:30]#[N:31])[CH2:27][CH2:26][CH2:25][CH2:24]1. (4) Given the reactants [F:1][C:2]1[CH:9]=[CH:8][C:5]([C:6]#[N:7])=[C:4]([N:10]2[C:14]([CH3:15])=[N:13][CH:12]=[N:11]2)[CH:3]=1.[ClH:16].[H][H], predict the reaction product. The product is: [ClH:16].[F:1][C:2]1[CH:9]=[CH:8][C:5]([CH2:6][NH2:7])=[C:4]([N:10]2[C:14]([CH3:15])=[N:13][CH:12]=[N:11]2)[CH:3]=1. (5) Given the reactants [Br:1][C:2]1[CH:3]=[CH:4][C:5]([O:20][CH3:21])=[C:6]([S:8]([C:11]2[CH:12]=[CH:13][C:14]([O:18][CH3:19])=[C:15]([CH:17]=2)[NH2:16])(=[O:10])=[O:9])[CH:7]=1.[CH3:22][N:23]1[CH2:28][CH2:27][C:26](=O)[CH2:25][CH2:24]1.S([O-])([O-])(=O)=O.[Na+].[Na+].C(O[BH-](OC(=O)C)OC(=O)C)(=O)C.[Na+], predict the reaction product. The product is: [Br:1][C:2]1[CH:3]=[CH:4][C:5]([O:20][CH3:21])=[C:6]([S:8]([C:11]2[CH:12]=[CH:13][C:14]([O:18][CH3:19])=[C:15]([NH:16][CH:26]3[CH2:27][CH2:28][N:23]([CH3:22])[CH2:24][CH2:25]3)[CH:17]=2)(=[O:10])=[O:9])[CH:7]=1. (6) Given the reactants [F:1][C:2]1([F:18])[CH2:5][CH:4]([C:6]([CH:8]2[C:13](=[O:14])[O:12][C:11]([CH3:16])([CH3:15])[O:10][C:9]2=[O:17])=O)[CH2:3]1.C(O)(=O)C.[BH4-].[Na+], predict the reaction product. The product is: [F:18][C:2]1([F:1])[CH2:5][CH:4]([CH2:6][CH:8]2[C:9](=[O:17])[O:10][C:11]([CH3:16])([CH3:15])[O:12][C:13]2=[O:14])[CH2:3]1. (7) Given the reactants [CH3:1][C@H:2]1[CH2:11][C@@H:10]([NH:12][C:13]2[CH:18]=[CH:17][CH:16]=[CH:15][CH:14]=2)[C:9]2[C:4](=[CH:5][CH:6]=[CH:7][CH:8]=2)[NH:3]1.C(N([CH:25]([CH3:27])C)CC)(C)C.[O:28]1[CH:32]=[CH:31][CH:30]=[C:29]1[C:33](Cl)=[O:34].[OH2:36], predict the reaction product. The product is: [O:28]1[CH:32]=[CH:31][CH:30]=[C:29]1[C:33]([N:3]1[C:4]2[C:9](=[CH:8][CH:7]=[CH:6][CH:5]=2)[C@H:10]([N:12]([C:13]2[CH:18]=[CH:17][CH:16]=[CH:15][CH:14]=2)[C:25](=[O:36])[CH3:27])[CH2:11][C@@H:2]1[CH3:1])=[O:34]. (8) Given the reactants [NH2:1][C:2]([C:4]1[CH:5]=[C:6]([Br:26])[CH:7]=[C:8]2[C:12]=1[NH:11][CH:10]=[C:9]2[CH:13]1[CH2:18][CH2:17][N:16](C(OC(C)(C)C)=O)[CH2:15][CH2:14]1)=[O:3], predict the reaction product. The product is: [Br:26][C:6]1[CH:7]=[C:8]2[C:12](=[C:4]([C:2]([NH2:1])=[O:3])[CH:5]=1)[NH:11][CH:10]=[C:9]2[CH:13]1[CH2:18][CH2:17][NH:16][CH2:15][CH2:14]1.